Dataset: Full USPTO retrosynthesis dataset with 1.9M reactions from patents (1976-2016). Task: Predict the reactants needed to synthesize the given product. Given the product [Br:60][C:61]1[CH:62]=[C:63]2[C:67](=[CH:68][CH:69]=1)[N:66]([NH:70][C:15]([C:11]1[C:12]([CH3:14])=[N:13][C:8]([C:4]3[CH:5]=[CH:6][CH:7]=[C:2]([F:1])[CH:3]=3)=[N:9][CH:10]=1)=[O:17])[CH:65]=[CH:64]2, predict the reactants needed to synthesize it. The reactants are: [F:1][C:2]1[CH:3]=[C:4]([C:8]2[N:13]=[C:12]([CH3:14])[C:11]([C:15]([OH:17])=O)=[CH:10][N:9]=2)[CH:5]=[CH:6][CH:7]=1.C1CN([P+](ON2N=NC3C=CC=NC2=3)(N2CCCC2)N2CCCC2)CC1.F[P-](F)(F)(F)(F)F.CCN(C(C)C)C(C)C.[Br:60][C:61]1[CH:62]=[C:63]2[C:67](=[CH:68][CH:69]=1)[N:66]([NH2:70])[CH:65]=[CH:64]2.